Dataset: Catalyst prediction with 721,799 reactions and 888 catalyst types from USPTO. Task: Predict which catalyst facilitates the given reaction. (1) Product: [Cl:21][C:10]1[S:11][C:7]([C:5]2[CH:4]=[N:3][N:2]([CH3:1])[CH:6]=2)=[N:8][N:9]=1. The catalyst class is: 6. Reactant: [CH3:1][N:2]1[CH:6]=[C:5]([C:7]2[S:11][C:10](N)=[N:9][N:8]=2)[CH:4]=[N:3]1.C(O)(=O)C.N([O-])=O.[Na+].[ClH:21]. (2) Reactant: [Br:1][C:2]1[CH:7]=[CH:6][C:5]([Br:8])=[CH:4][CH:3]=1.[S:9](=O)(=[O:12])([OH:11])[OH:10].[OH-].[Na+].[Na]. Product: [Br:1][C:2]1[CH:7]=[CH:6][C:5]([Br:8])=[CH:4][C:3]=1[S:9]([OH:12])(=[O:11])=[O:10]. The catalyst class is: 6. (3) Reactant: C([O:3][C:4](=[O:30])[CH2:5][O:6][C:7]1[CH:12]=[CH:11][C:10]([O:13][CH2:14][CH2:15][C:16]2[N:17]=[C:18]([C:22]3[CH:27]=[CH:26][CH:25]=[CH:24][CH:23]=3)[O:19][C:20]=2[CH3:21])=[CH:9][C:8]=1[CH2:28][CH3:29])C.[OH-].[Na+]. Product: [CH2:28]([C:8]1[CH:9]=[C:10]([O:13][CH2:14][CH2:15][C:16]2[N:17]=[C:18]([C:22]3[CH:23]=[CH:24][CH:25]=[CH:26][CH:27]=3)[O:19][C:20]=2[CH3:21])[CH:11]=[CH:12][C:7]=1[O:6][CH2:5][C:4]([OH:30])=[O:3])[CH3:29]. The catalyst class is: 8. (4) Reactant: CN(C)C1C=CC=CC=1.P(Cl)(Cl)([Cl:12])=O.[Cl:15][C:16]1[CH:17]=[CH:18][C:19]2[NH:25][C:24]3[CH:26]=[CH:27][CH:28]=[CH:29][C:23]=3[C:22](=O)[NH:21][C:20]=2[CH:31]=1. Product: [Cl:15][C:16]1[CH:17]=[CH:18][C:19]2[N:25]([Cl:12])[C:24]3[CH:26]=[CH:27][CH:28]=[CH:29][C:23]=3[CH:22]=[N:21][C:20]=2[CH:31]=1. The catalyst class is: 11. (5) Reactant: [CH3:1][N:2]1[C:10]([CH2:11][C:12]([O:14]C)=[O:13])=[C:9]2[C:4]([N:5]([CH3:19])[C:6](=[O:18])[N:7]([CH3:17])[C:8]2=[O:16])=[N:3]1.OS(O)(=O)=O. Product: [CH3:1][N:2]1[C:10]([CH2:11][C:12]([OH:14])=[O:13])=[C:9]2[C:4]([N:5]([CH3:19])[C:6](=[O:18])[N:7]([CH3:17])[C:8]2=[O:16])=[N:3]1. The catalyst class is: 38. (6) Reactant: [Cl:1][C:2]1[N:7]=[C:6]([CH2:8][C:9]([C:11]2[CH:12]=[C:13]([NH:18][S:19]([C:22]3[C:27]([F:28])=[CH:26][CH:25]=[CH:24][C:23]=3[F:29])(=[O:21])=[O:20])[CH:14]=[CH:15][C:16]=2[F:17])=O)[CH:5]=[CH:4][N:3]=1.[CH2:30]1[C:35](=O)[N:34](Br)[C:32](=O)[CH2:31]1.CC(C)[C:40](=[S:42])[NH2:41].[OH2:44]. Product: [Cl:1][C:2]1[N:7]=[C:6]([C:8]2[S:42][C:40]([N:34]3[CH2:35][CH2:30][O:44][CH2:31][CH2:32]3)=[N:41][C:9]=2[C:11]2[CH:12]=[C:13]([NH:18][S:19]([C:22]3[C:27]([F:28])=[CH:26][CH:25]=[CH:24][C:23]=3[F:29])(=[O:21])=[O:20])[CH:14]=[CH:15][C:16]=2[F:17])[CH:5]=[CH:4][N:3]=1. The catalyst class is: 44. (7) Reactant: [F:1][C:2]1[C:10]([OH:11])=[CH:9][CH:8]=[C:7]([CH3:12])[C:3]=1[C:4]([OH:6])=[O:5].[CH3:13][Si](C=[N+]=[N-])(C)C. Product: [F:1][C:2]1[C:10]([OH:11])=[CH:9][CH:8]=[C:7]([CH3:12])[C:3]=1[C:4]([O:6][CH3:13])=[O:5]. The catalyst class is: 5. (8) Reactant: [CH2:1]=[CH:2][C:3]1[CH:8]=[CH:7][CH:6]=[CH:5][CH:4]=1. Product: [CH2:1]=[CH:2][CH:3]=[CH2:4].[CH2:1]=[CH:2][C:3]1[CH:8]=[CH:7][CH:6]=[CH:5][CH:4]=1. The catalyst class is: 11.